From a dataset of Reaction yield outcomes from USPTO patents with 853,638 reactions. Predict the reaction yield, written as a fraction of the theoretical maximum amount of product (1.0 means a 100% yield; for example, 0.34 means a 34% yield). (1) The reactants are [Br:1]Br.[NH:3]1[C:11]2[C:6](=[CH:7][CH:8]=[CH:9][CH:10]=2)[CH:5]=[N:4]1.S(=O)(O)[O-].[Na+].Cl. The catalyst is [OH-].[Na+]. The product is [Br:1][C:5]1[C:6]2[C:11](=[CH:10][CH:9]=[CH:8][CH:7]=2)[NH:3][N:4]=1. The yield is 0.450. (2) The reactants are [Br:1][C:2]1[CH:3]=[C:4]2[C:9](=[CH:10][CH:11]=1)[N:8]=[CH:7][C:6]([C:12]([CH:14]1[CH2:16][CH2:15]1)=[O:13])=[C:5]2Cl.[NH2:18][C:19]1[CH:20]=[N:21][C:22]([N:25]2[CH2:30][CH2:29][CH:28]([NH:31][C:32](=[O:38])[O:33][C:34]([CH3:37])([CH3:36])[CH3:35])[CH2:27][CH2:26]2)=[N:23][CH:24]=1. No catalyst specified. The product is [Br:1][C:2]1[CH:3]=[C:4]2[C:9](=[CH:10][CH:11]=1)[N:8]=[CH:7][C:6]([C:12]([CH:14]1[CH2:16][CH2:15]1)=[O:13])=[C:5]2[NH:18][C:19]1[CH:24]=[N:23][C:22]([N:25]2[CH2:26][CH2:27][CH:28]([NH:31][C:32](=[O:38])[O:33][C:34]([CH3:36])([CH3:35])[CH3:37])[CH2:29][CH2:30]2)=[N:21][CH:20]=1. The yield is 0.660. (3) The reactants are Cl[C:2]1[N:7]=[C:6]([NH:8][C:9]2[CH:10]=[C:11]([CH:16]=[CH:17][CH:18]=2)[O:12][CH2:13][C:14]#[N:15])[C:5]([Cl:19])=[CH:4][N:3]=1.[NH2:20][C:21]1[C:22]([O:34][CH3:35])=[CH:23][C:24]2[N:30]([CH3:31])[C:29](=[O:32])[O:28][CH2:27][CH2:26][C:25]=2[CH:33]=1. No catalyst specified. The product is [Cl:19][C:5]1[C:6]([NH:8][C:9]2[CH:10]=[C:11]([CH:16]=[CH:17][CH:18]=2)[O:12][CH2:13][C:14]#[N:15])=[N:7][C:2]([NH:20][C:21]2[C:22]([O:34][CH3:35])=[CH:23][C:24]3[N:30]([CH3:31])[C:29](=[O:32])[O:28][CH2:27][CH2:26][C:25]=3[CH:33]=2)=[N:3][CH:4]=1. The yield is 0.500.